Dataset: Forward reaction prediction with 1.9M reactions from USPTO patents (1976-2016). Task: Predict the product of the given reaction. (1) Given the reactants [CH3:1][O:2][C:3]1[C:8]([CH:9]2[CH2:13][CH2:12][CH2:11][CH:10]2[C:14](OCC)=[O:15])=[CH:7][CH:6]=[CH:5][N:4]=1.[H-].[H-].[H-].[H-].[Li+].[Al+3], predict the reaction product. The product is: [CH3:1][O:2][C:3]1[C:8]([CH:9]2[CH2:13][CH2:12][CH2:11][CH:10]2[CH2:14][OH:15])=[CH:7][CH:6]=[CH:5][N:4]=1. (2) Given the reactants [OH-].[Na+].C[O:4][C:5](=[O:17])[C:6]1[CH:11]=[CH:10][C:9]([O:12][CH2:13][CH:14]2[CH2:16][CH2:15]2)=[CH:8][CH:7]=1, predict the reaction product. The product is: [CH:14]1([CH2:13][O:12][C:9]2[CH:10]=[CH:11][C:6]([C:5]([OH:17])=[O:4])=[CH:7][CH:8]=2)[CH2:16][CH2:15]1. (3) Given the reactants [CH3:1][O:2][C:3]1[C:11]2[O:10][C:9]([C:12]([OH:14])=O)=[CH:8][C:7]=2[CH:6]=[CH:5][CH:4]=1.[NH:15]1[CH2:19][CH2:18][CH2:17][CH2:16]1, predict the reaction product. The product is: [N:15]1([C:12]([C:9]2[O:10][C:11]3[C:3]([O:2][CH3:1])=[CH:4][CH:5]=[CH:6][C:7]=3[CH:8]=2)=[O:14])[CH2:19][CH2:18][CH2:17][CH2:16]1. (4) Given the reactants [O:1]=[C:2]1[CH:7]2[CH2:8][CH2:9][CH2:10][CH:3]1[CH2:4][CH:5]([C:11]([O:13][CH3:14])=[O:12])[CH2:6]2.[BH4-].[Na+], predict the reaction product. The product is: [OH:1][CH:2]1[CH:7]2[CH2:8][CH2:9][CH2:10][CH:3]1[CH2:4][CH:5]([C:11]([O:13][CH3:14])=[O:12])[CH2:6]2. (5) Given the reactants S(Cl)([Cl:3])=O.[F:5][C:6]1[CH:7]=[N:8][C:9]2[C:14]([C:15]=1[CH2:16][CH2:17][CH2:18][C:19]1([C:28]([O:30][CH2:31][CH3:32])=[O:29])[CH2:24][CH2:23][N:22]([CH2:25][CH2:26]O)[CH2:21][CH2:20]1)=[CH:13][C:12]([O:33][CH3:34])=[CH:11][CH:10]=2, predict the reaction product. The product is: [ClH:3].[ClH:3].[Cl:3][CH2:26][CH2:25][N:22]1[CH2:23][CH2:24][C:19]([CH2:18][CH2:17][CH2:16][C:15]2[C:14]3[C:9](=[CH:10][CH:11]=[C:12]([O:33][CH3:34])[CH:13]=3)[N:8]=[CH:7][C:6]=2[F:5])([C:28]([O:30][CH2:31][CH3:32])=[O:29])[CH2:20][CH2:21]1. (6) Given the reactants [CH3:1][C@H:2]1[CH2:6][CH2:5][CH2:4][N:3]1[C:7]1[C:8]([C:21]2[O:22][C:23]3[CH:29]=[CH:28][C:27]([C:30]([F:33])([F:32])[F:31])=[CH:26][C:24]=3[CH:25]=2)=[N:9][C:10]2[C:15]([N:16]=1)=[CH:14][C:13]([C:17]([O:19]C)=[O:18])=[CH:12][CH:11]=2.[OH-].[Na+], predict the reaction product. The product is: [CH3:1][C@H:2]1[CH2:6][CH2:5][CH2:4][N:3]1[C:7]1[C:8]([C:21]2[O:22][C:23]3[CH:29]=[CH:28][C:27]([C:30]([F:32])([F:31])[F:33])=[CH:26][C:24]=3[CH:25]=2)=[N:9][C:10]2[C:15]([N:16]=1)=[CH:14][C:13]([C:17]([OH:19])=[O:18])=[CH:12][CH:11]=2. (7) Given the reactants C[Si]([C:5]#[CH:6])(C)C.C(N(CC)CC)C.I[C:15]1[C:23]2[CH:22]=[N:21][CH:20]=[N:19][C:18]=2[N:17]([C:24]([O:26][C:27]([CH3:30])([CH3:29])[CH3:28])=[O:25])[CH:16]=1.[F-].C([N+](CCCC)(CCCC)CCCC)CCC.[CH2:49]([N:56]=[N+:57]=[N-:58])[C:50]1[CH:55]=[CH:54][CH:53]=[CH:52][CH:51]=1, predict the reaction product. The product is: [CH2:49]([N:56]1[CH:6]=[C:5]([C:15]2[C:23]3[CH:22]=[N:21][CH:20]=[N:19][C:18]=3[N:17]([C:24]([O:26][C:27]([CH3:30])([CH3:29])[CH3:28])=[O:25])[CH:16]=2)[N:58]=[N:57]1)[C:50]1[CH:55]=[CH:54][CH:53]=[CH:52][CH:51]=1. (8) The product is: [NH2:30][C:13]1([CH2:22][CH2:21][OH:25])[C:12]2[CH:11]=[C:10]([O:17][CH3:18])[CH:9]=[C:8]([F:19])[C:7]=2[O:6][C:5]2[C:14]1=[CH:15][C:2]([Br:1])=[CH:3][CH:4]=2. Given the reactants [Br:1][C:2]1[CH:15]=[C:14]2[C:5]([O:6][C:7]3[C:8]([F:19])=[CH:9][C:10]([O:17][CH3:18])=[CH:11][C:12]=3[C:13]2=O)=[CH:4][CH:3]=1.[Cl-].[C:21]([O:25]C(=O)C[Zn+])(C)(C)[CH3:22].[N:30]([Si](C)(C)C)=[N+]=[N-].B(F)(F)F.CCOCC.[H-].[H-].[H-].[H-].[Li+].[Al+3], predict the reaction product. (9) Given the reactants [CH3:1][O:2][C:3]1[CH:8]=[CH:7][C:6]([NH:9][CH:10]2[CH2:15][CH2:14][N:13]([C:16]([O:18][C:19]([CH3:22])([CH3:21])[CH3:20])=[O:17])[CH2:12][CH2:11]2)=[CH:5][CH:4]=1.[CH3:23][O:24][C:25]1[CH:26]=[C:27]([C:35]2[CH:36]=[C:37]([CH:40]=[CH:41][CH:42]=2)[CH2:38]Cl)[CH:28]=[C:29]([O:33][CH3:34])[C:30]=1[O:31][CH3:32], predict the reaction product. The product is: [C:19]([O:18][C:16]([N:13]1[CH2:14][CH2:15][CH:10]([N:9]([C:6]2[CH:5]=[CH:4][C:3]([O:2][CH3:1])=[CH:8][CH:7]=2)[CH2:38][C:37]2[CH:40]=[CH:41][CH:42]=[C:35]([C:27]3[CH:28]=[C:29]([O:33][CH3:34])[C:30]([O:31][CH3:32])=[C:25]([O:24][CH3:23])[CH:26]=3)[CH:36]=2)[CH2:11][CH2:12]1)=[O:17])([CH3:22])([CH3:21])[CH3:20]. (10) The product is: [CH3:1][O:2][C:3](=[O:21])[C:4]1[CH:5]=[C:6]([OH:17])[C:7]([CH2:14][CH:15]=[CH2:16])=[C:8]([OH:10])[CH:9]=1. Given the reactants [CH3:1][O:2][C:3](=[O:21])[C:4]1[CH:9]=[C:8]([O:10]COC)[C:7]([CH2:14][CH:15]=[CH2:16])=[C:6]([O:17]COC)[CH:5]=1.Cl, predict the reaction product.